Dataset: NCI-60 drug combinations with 297,098 pairs across 59 cell lines. Task: Regression. Given two drug SMILES strings and cell line genomic features, predict the synergy score measuring deviation from expected non-interaction effect. (1) Drug 1: CCC1=CC2CC(C3=C(CN(C2)C1)C4=CC=CC=C4N3)(C5=C(C=C6C(=C5)C78CCN9C7C(C=CC9)(C(C(C8N6C)(C(=O)OC)O)OC(=O)C)CC)OC)C(=O)OC.C(C(C(=O)O)O)(C(=O)O)O. Drug 2: C1=CC(=CC=C1C#N)C(C2=CC=C(C=C2)C#N)N3C=NC=N3. Cell line: HCC-2998. Synergy scores: CSS=57.7, Synergy_ZIP=0.549, Synergy_Bliss=-3.63, Synergy_Loewe=-33.9, Synergy_HSA=-3.33. (2) Synergy scores: CSS=28.9, Synergy_ZIP=1.40, Synergy_Bliss=-4.46, Synergy_Loewe=-40.0, Synergy_HSA=-9.03. Cell line: SW-620. Drug 2: CNC(=O)C1=NC=CC(=C1)OC2=CC=C(C=C2)NC(=O)NC3=CC(=C(C=C3)Cl)C(F)(F)F. Drug 1: C1C(C(OC1N2C=C(C(=O)NC2=O)F)CO)O. (3) Cell line: SN12C. Drug 1: C1=CC(=CC=C1CC(C(=O)O)N)N(CCCl)CCCl.Cl. Drug 2: C1=CC(=CC=C1C#N)C(C2=CC=C(C=C2)C#N)N3C=NC=N3. Synergy scores: CSS=1.78, Synergy_ZIP=-4.95, Synergy_Bliss=-3.20, Synergy_Loewe=-6.11, Synergy_HSA=-5.68. (4) Drug 1: CC1=C(C=C(C=C1)NC(=O)C2=CC=C(C=C2)CN3CCN(CC3)C)NC4=NC=CC(=N4)C5=CN=CC=C5. Drug 2: CC1C(C(CC(O1)OC2CC(OC(C2O)C)OC3=CC4=CC5=C(C(=O)C(C(C5)C(C(=O)C(C(C)O)O)OC)OC6CC(C(C(O6)C)O)OC7CC(C(C(O7)C)O)OC8CC(C(C(O8)C)O)(C)O)C(=C4C(=C3C)O)O)O)O. Cell line: NCI/ADR-RES. Synergy scores: CSS=-3.26, Synergy_ZIP=-1.81, Synergy_Bliss=-6.51, Synergy_Loewe=-9.89, Synergy_HSA=-7.96. (5) Drug 1: C1=CC=C(C(=C1)C(C2=CC=C(C=C2)Cl)C(Cl)Cl)Cl. Drug 2: CC12CCC3C(C1CCC2O)C(CC4=C3C=CC(=C4)O)CCCCCCCCCS(=O)CCCC(C(F)(F)F)(F)F. Cell line: NCI-H226. Synergy scores: CSS=0.268, Synergy_ZIP=-1.08, Synergy_Bliss=-2.62, Synergy_Loewe=-0.720, Synergy_HSA=-1.81. (6) Drug 1: C1=NC2=C(N1)C(=S)N=C(N2)N. Drug 2: CC1CCCC2(C(O2)CC(NC(=O)CC(C(C(=O)C(C1O)C)(C)C)O)C(=CC3=CSC(=N3)C)C)C. Cell line: SW-620. Synergy scores: CSS=10.9, Synergy_ZIP=-4.61, Synergy_Bliss=-2.30, Synergy_Loewe=-3.14, Synergy_HSA=-2.99. (7) Drug 1: COC1=C(C=C2C(=C1)N=CN=C2NC3=CC(=C(C=C3)F)Cl)OCCCN4CCOCC4. Drug 2: CC1C(C(CC(O1)OC2CC(CC3=C2C(=C4C(=C3O)C(=O)C5=C(C4=O)C(=CC=C5)OC)O)(C(=O)CO)O)N)O.Cl. Cell line: CCRF-CEM. Synergy scores: CSS=39.2, Synergy_ZIP=0.742, Synergy_Bliss=-0.127, Synergy_Loewe=-17.9, Synergy_HSA=0.549. (8) Drug 1: COC1=C(C=C2C(=C1)N=CN=C2NC3=CC(=C(C=C3)F)Cl)OCCCN4CCOCC4. Drug 2: CC(C)(C#N)C1=CC(=CC(=C1)CN2C=NC=N2)C(C)(C)C#N. Cell line: COLO 205. Synergy scores: CSS=10.2, Synergy_ZIP=-3.69, Synergy_Bliss=0.0142, Synergy_Loewe=-1.28, Synergy_HSA=-1.54. (9) Drug 1: C1CC(C1)(C(=O)O)C(=O)O.[NH2-].[NH2-].[Pt+2]. Drug 2: C(CC(=O)O)C(=O)CN.Cl. Cell line: CCRF-CEM. Synergy scores: CSS=20.3, Synergy_ZIP=2.63, Synergy_Bliss=10.6, Synergy_Loewe=4.38, Synergy_HSA=5.01. (10) Drug 1: C1=CC(=C2C(=C1NCCNCCO)C(=O)C3=C(C=CC(=C3C2=O)O)O)NCCNCCO. Drug 2: C1=CC(=CC=C1CCCC(=O)O)N(CCCl)CCCl. Cell line: OVCAR-8. Synergy scores: CSS=36.9, Synergy_ZIP=-9.68, Synergy_Bliss=-5.64, Synergy_Loewe=-11.1, Synergy_HSA=-0.590.